This data is from Forward reaction prediction with 1.9M reactions from USPTO patents (1976-2016). The task is: Predict the product of the given reaction. (1) Given the reactants [F:1][C:2]([F:18])([F:17])[C:3]1[CH:7]=[C:6]([CH2:8][NH:9][C:10](=[O:16])[O:11][C:12]([CH3:15])([CH3:14])[CH3:13])[NH:5][N:4]=1.[F:19][C:20]1[CH:21]=[C:22](B(O)O)[CH:23]=[C:24]([F:26])[CH:25]=1.N1C=CC=CC=1, predict the reaction product. The product is: [F:19][C:20]1[CH:21]=[C:22]([N:5]2[C:6]([CH2:8][NH:9][C:10](=[O:16])[O:11][C:12]([CH3:14])([CH3:15])[CH3:13])=[CH:7][C:3]([C:2]([F:1])([F:17])[F:18])=[N:4]2)[CH:23]=[C:24]([F:26])[CH:25]=1. (2) Given the reactants [CH3:1]CN(CC)CC.C=O.[BH3-]C#N.[Na+].Cl.[CH2:15]([O:17][C:18]([C:20]1[N:21]=[C:22]2[CH2:27][NH:26][CH2:25][CH2:24][N:23]2[CH:28]=1)=[O:19])[CH3:16], predict the reaction product. The product is: [CH2:15]([O:17][C:18]([C:20]1[N:21]=[C:22]2[CH2:27][N:26]([CH3:1])[CH2:25][CH2:24][N:23]2[CH:28]=1)=[O:19])[CH3:16]. (3) Given the reactants [CH3:1][CH2:2][CH2:3][CH2:4][CH2:5][CH:6]=[CH:7][CH2:8][CH:9]=[CH:10][CH2:11][CH:12]=[CH:13][CH2:14][CH2:15][CH2:16][CH2:17][C:18]([OH:20])=[O:19].C(O)(=O)CCCCCCCCCC=CCC=CCCCCC.CCCCCC=CCC=CCC=CCCCCCCC(O)=O.C(O)(=O)CCCC=CCC=CCC=CCC=CCCCCC.C(O)(=O)CCCCCCCCCCCC=CCC=CCCCCC.C(O)(=O)CCCCCC=CCC=CCC=CCC=CCCCCC.C(O)(=O)CCC=CCC=CCC=CCC=CCC=CCCCCC, predict the reaction product. The product is: [CH3:1][CH2:2][CH2:3][CH2:4][CH2:5]/[CH:6]=[CH:7]\[CH2:8]/[CH:9]=[CH:10]\[CH2:11][CH2:12][CH2:13][CH2:14][CH2:15][CH2:16][CH2:17][C:18]([OH:20])=[O:19]. (4) Given the reactants Br[CH2:2][CH2:3][CH2:4][C:5]([C:7]1[CH:16]=[CH:15][C:10]2[NH:11][C:12](=[O:14])[O:13][C:9]=2[CH:8]=1)=O.[F:17][C:18]([F:23])([F:22])[C:19]([OH:21])=[O:20].C([SiH](CC)CC)C, predict the reaction product. The product is: [F:17][C:18]([F:23])([F:22])[C:19]([O:21][CH2:2][CH2:3][CH2:4][CH2:5][C:7]1[CH:16]=[CH:15][C:10]2[NH:11][C:12](=[O:14])[O:13][C:9]=2[CH:8]=1)=[O:20]. (5) Given the reactants Br[C:2]1[CH:9]=[CH:8][C:5]([C:6]#[N:7])=[CH:4][C:3]=1[CH3:10].[C:11]([O:15][CH3:16])(=[O:14])[CH:12]=[CH2:13].CC1C=CC=CC=1P(C1C=CC=CC=1C)C1C=CC=CC=1C.C(OCC)(=O)C, predict the reaction product. The product is: [C:6]([C:5]1[CH:8]=[CH:9][C:2](/[CH:13]=[CH:12]/[C:11]([O:15][CH3:16])=[O:14])=[C:3]([CH3:10])[CH:4]=1)#[N:7]. (6) Given the reactants C([O:8][N:9]1[C:14]2=[N:15][CH:16]=[N:17][CH:18]=[C:13]2[C:12]([OH:19])=[N:11][C:10]1=[O:20])C1C=CC=CC=1.C(O)C.[H][H], predict the reaction product. The product is: [OH:8][N:9]1[C:14]2=[N:15][CH:16]=[N:17][CH:18]=[C:13]2[C:12]([OH:19])=[N:11][C:10]1=[O:20]. (7) Given the reactants C([O:8][C:9]1[CH:24]=[CH:23][C:22]([C:25](=[O:41])[CH2:26][O:27][C:28]([O:30][C:31]2[CH:36]=[CH:35][C:34]([C:37]([CH3:40])([CH3:39])[CH3:38])=[CH:33][CH:32]=2)=[O:29])=[CH:21][C:10]=1[C:11]([O:13]CC1C=CC=CC=1)=[O:12])C1C=CC=CC=1.[H][H], predict the reaction product. The product is: [C:37]([C:34]1[CH:33]=[CH:32][C:31]([O:30][C:28]([O:27][CH2:26][C:25]([C:22]2[CH:23]=[CH:24][C:9]([OH:8])=[C:10]([CH:21]=2)[C:11]([OH:13])=[O:12])=[O:41])=[O:29])=[CH:36][CH:35]=1)([CH3:40])([CH3:38])[CH3:39]. (8) The product is: [OH:1][CH2:2][CH2:3][CH2:4][CH2:5][O:6][C:7]1[N:16]=[C:15]2[C:10]([CH2:11][CH2:12][C:13](=[O:17])[NH:14]2)=[CH:9][CH:8]=1. Given the reactants [OH:1][CH2:2][CH2:3][CH2:4][CH2:5][O:6][C:7]1[N:16]=[C:15]2[C:10]([CH:11]=[CH:12][C:13](=[O:17])[NH:14]2)=[CH:9][CH:8]=1.Cl, predict the reaction product.